From a dataset of Forward reaction prediction with 1.9M reactions from USPTO patents (1976-2016). Predict the product of the given reaction. (1) Given the reactants F[C:2]1[CH:7]=[CH:6][C:5]([C:8]2[O:9][C:10]3[CH:16]=[CH:15][CH:14]=[CH:13][C:11]=3[N:12]=2)=[CH:4][C:3]=1[N+:17]([O-:19])=[O:18].C(=O)([O-])O.[Na+].[CH:25]1([NH2:31])[CH2:30][CH2:29][CH2:28][CH2:27][CH2:26]1.O, predict the reaction product. The product is: [CH:25]1([NH:31][C:2]2[CH:7]=[CH:6][C:5]([C:8]3[O:9][C:10]4[CH:16]=[CH:15][CH:14]=[CH:13][C:11]=4[N:12]=3)=[CH:4][C:3]=2[N+:17]([O-:19])=[O:18])[CH2:30][CH2:29][CH2:28][CH2:27][CH2:26]1. (2) Given the reactants [CH2:1]([O:3][C:4]([C:6]1[N:7]([CH2:24][C:25]2[CH:30]=[CH:29][CH:28]=[C:27]([C:31]([F:34])([F:33])[F:32])[CH:26]=2)[C:8]2[C:13]([C:14]=1I)=[CH:12][C:11]([C:16]1[CH:21]=[CH:20][C:19]([O:22][CH3:23])=[CH:18][CH:17]=1)=[CH:10][CH:9]=2)=[O:5])[CH3:2].[C:35]1(B(O)O)[CH:40]=[CH:39][CH:38]=[CH:37][CH:36]=1.[O-]P([O-])([O-])=O.[K+].[K+].[K+], predict the reaction product. The product is: [CH2:1]([O:3][C:4]([C:6]1[N:7]([CH2:24][C:25]2[CH:30]=[CH:29][CH:28]=[C:27]([C:31]([F:34])([F:33])[F:32])[CH:26]=2)[C:8]2[C:13]([C:14]=1[C:35]1[CH:40]=[CH:39][CH:38]=[CH:37][CH:36]=1)=[CH:12][C:11]([C:16]1[CH:21]=[CH:20][C:19]([O:22][CH3:23])=[CH:18][CH:17]=1)=[CH:10][CH:9]=2)=[O:5])[CH3:2].